From a dataset of Full USPTO retrosynthesis dataset with 1.9M reactions from patents (1976-2016). Predict the reactants needed to synthesize the given product. (1) Given the product [CH2:22]([O:21][C:19]([CH:18]1[C:4](=[O:26])[C:5]([CH3:24])([CH3:25])[CH:6]([CH2:7][C:8]2[CH:9]=[CH:10][CH:11]=[CH:12][CH:13]=2)[NH:16][CH2:17]1)=[O:20])[CH3:23], predict the reactants needed to synthesize it. The reactants are: C(O[C:4](=[O:26])[C:5]([CH3:25])([CH3:24])[CH:6]([NH:16][CH2:17][CH2:18][C:19]([O:21][CH2:22][CH3:23])=[O:20])[CH2:7][C:8]1[CH:13]=[CH:12][C:11](OC)=[CH:10][CH:9]=1)C.[Na].O.Cl. (2) Given the product [C:22]([OH:25])(=[O:24])[CH3:23].[Cl:21][C:18]1[CH:19]=[CH:20][C:15]([O:1][CH:2]2[CH2:7][CH2:6][NH:5][CH2:4][CH2:3]2)=[N:16][CH:17]=1, predict the reactants needed to synthesize it. The reactants are: [OH:1][CH:2]1[CH2:7][CH2:6][NH:5][CH2:4][CH2:3]1.C(O[K])(C)(C)C.Cl[C:15]1[CH:20]=[CH:19][C:18]([Cl:21])=[CH:17][N:16]=1.[C:22]([OH:25])(=[O:24])[CH3:23].